From a dataset of Full USPTO retrosynthesis dataset with 1.9M reactions from patents (1976-2016). Predict the reactants needed to synthesize the given product. Given the product [C:2](=[O:3])([O:14][CH:13]1[CH2:9][O:10][CH2:11][O:12][CH2:8]1)[O:4][CH:5]([Cl:7])[CH3:6], predict the reactants needed to synthesize it. The reactants are: Cl[C:2]([O:4][CH:5]([Cl:7])[CH3:6])=[O:3].[CH2:8]1[O:12][CH2:11][O:10][CH:9]1[CH2:13][OH:14].N1C=CC=CC=1.